This data is from Rat liver microsome stability data. The task is: Regression/Classification. Given a drug SMILES string, predict its absorption, distribution, metabolism, or excretion properties. Task type varies by dataset: regression for continuous measurements (e.g., permeability, clearance, half-life) or binary classification for categorical outcomes (e.g., BBB penetration, CYP inhibition). Dataset: rlm. (1) The compound is O=C(N[C@H](Cc1c[nH]c2ccccc12)C(=O)Nc1ccncc1)c1ccc(N2CCN(c3ccc(Cl)cc3)CC2)cc1F. The result is 1 (stable in rat liver microsomes). (2) The molecule is CNC(=O)c1c(-c2ccc(F)cc2)oc2nc(NCC(F)(F)F)c(-c3cccc(C(=O)NC4(c5nc(C)no5)CC4)c3)cc12. The result is 0 (unstable in rat liver microsomes). (3) The compound is CC(C)c1cccc(CN[C@H]2CS(=O)(=O)C[C@@H](Cc3ccc(O)c(Br)c3)[C@@H]2O)c1. The result is 1 (stable in rat liver microsomes).